Dataset: Reaction yield outcomes from USPTO patents with 853,638 reactions. Task: Predict the reaction yield, written as a fraction of the theoretical maximum amount of product (1.0 means a 100% yield; for example, 0.34 means a 34% yield). (1) The reactants are [F:1][C:2]1[CH:3]=[C:4]([C:9](=O)[CH2:10][C:11]2[CH:16]=[CH:15][CH:14]=[CH:13][CH:12]=2)[CH:5]=[C:6]([F:8])[CH:7]=1.[CH2:18]([O:20][C:21]1[CH:22]=[C:23]([CH:26]=[C:27]([N+:30]([O-:32])=[O:31])[C:28]=1[OH:29])[CH:24]=O)[CH3:19].[NH2:33][C:34]([NH2:36])=[O:35].Cl. The catalyst is C(O)C. The product is [F:1][C:2]1[CH:3]=[C:4]([C:9]2[NH:36][C:34](=[O:35])[NH:33][CH:24]([C:23]3[CH:26]=[C:27]([N+:30]([O-:32])=[O:31])[C:28]([OH:29])=[C:21]([O:20][CH2:18][CH3:19])[CH:22]=3)[C:10]=2[C:11]2[CH:16]=[CH:15][CH:14]=[CH:13][CH:12]=2)[CH:5]=[C:6]([F:8])[CH:7]=1. The yield is 0.199. (2) The reactants are N(OC(C)(C)C)=O.CO.N[C:11]1[S:12][C:13]([CH3:22])=[C:14]([CH3:21])[C:15]=1[C:16]([O:18][CH2:19][CH3:20])=[O:17].O. The catalyst is CCO.[Cu](Cl)Cl. The product is [CH3:21][C:14]1[C:15]([C:16]([O:18][CH2:19][CH3:20])=[O:17])=[CH:11][S:12][C:13]=1[CH3:22]. The yield is 0.870. (3) The reactants are [CH2:1]([O:3][C:4]1[CH:12]=[CH:11][C:7]([C:8]([OH:10])=O)=[C:6]([OH:13])[CH:5]=1)[CH3:2].CN(C(ON1N=NC2C=CC=NC1=2)=[N+](C)C)C.F[P-](F)(F)(F)(F)F.C(N(CC)CC)C.[CH3:45][N:46]1[C:50]2[C:51]3[CH:52]=[CH:53][CH:54]=[CH:55][C:56]=3[O:57][C:58]3([CH2:63][CH2:62][NH:61][CH2:60][CH2:59]3)[C:49]=2[CH:48]=[N:47]1. The catalyst is CN(C=O)C. The product is [CH2:1]([O:3][C:4]1[CH:12]=[CH:11][C:7]([C:8]([N:61]2[CH2:62][CH2:63][C:58]3([C:49]4[CH:48]=[N:47][N:46]([CH3:45])[C:50]=4[C:51]4[CH:52]=[CH:53][CH:54]=[CH:55][C:56]=4[O:57]3)[CH2:59][CH2:60]2)=[O:10])=[C:6]([OH:13])[CH:5]=1)[CH3:2]. The yield is 0.320.